This data is from NCI-60 drug combinations with 297,098 pairs across 59 cell lines. The task is: Regression. Given two drug SMILES strings and cell line genomic features, predict the synergy score measuring deviation from expected non-interaction effect. (1) Drug 1: C1=CC(=C2C(=C1NCCNCCO)C(=O)C3=C(C=CC(=C3C2=O)O)O)NCCNCCO. Drug 2: C1=CC(=CC=C1CCCC(=O)O)N(CCCl)CCCl. Cell line: NCI-H460. Synergy scores: CSS=59.1, Synergy_ZIP=-0.599, Synergy_Bliss=-1.18, Synergy_Loewe=-3.93, Synergy_HSA=3.44. (2) Drug 1: CC1CCC2CC(C(=CC=CC=CC(CC(C(=O)C(C(C(=CC(C(=O)CC(OC(=O)C3CCCCN3C(=O)C(=O)C1(O2)O)C(C)CC4CCC(C(C4)OC)OCCO)C)C)O)OC)C)C)C)OC. Drug 2: B(C(CC(C)C)NC(=O)C(CC1=CC=CC=C1)NC(=O)C2=NC=CN=C2)(O)O. Cell line: SNB-19. Synergy scores: CSS=60.8, Synergy_ZIP=-2.14, Synergy_Bliss=-1.74, Synergy_Loewe=-6.22, Synergy_HSA=-3.11. (3) Drug 1: CC12CCC3C(C1CCC2O)C(CC4=C3C=CC(=C4)O)CCCCCCCCCS(=O)CCCC(C(F)(F)F)(F)F. Drug 2: C1=CN(C=N1)CC(O)(P(=O)(O)O)P(=O)(O)O. Cell line: NCI-H322M. Synergy scores: CSS=-3.65, Synergy_ZIP=2.05, Synergy_Bliss=-0.0852, Synergy_Loewe=-3.13, Synergy_HSA=-3.30. (4) Drug 1: CC1=CC2C(CCC3(C2CCC3(C(=O)C)OC(=O)C)C)C4(C1=CC(=O)CC4)C. Drug 2: CN(CC1=CN=C2C(=N1)C(=NC(=N2)N)N)C3=CC=C(C=C3)C(=O)NC(CCC(=O)O)C(=O)O. Cell line: SF-539. Synergy scores: CSS=13.5, Synergy_ZIP=-7.52, Synergy_Bliss=0.711, Synergy_Loewe=-38.1, Synergy_HSA=-5.69. (5) Drug 1: CC1=C2C(C(=O)C3(C(CC4C(C3C(C(C2(C)C)(CC1OC(=O)C(C(C5=CC=CC=C5)NC(=O)OC(C)(C)C)O)O)OC(=O)C6=CC=CC=C6)(CO4)OC(=O)C)O)C)O. Drug 2: CC(C)CN1C=NC2=C1C3=CC=CC=C3N=C2N. Cell line: ACHN. Synergy scores: CSS=-0.263, Synergy_ZIP=-1.04, Synergy_Bliss=-2.25, Synergy_Loewe=-3.52, Synergy_HSA=-4.10.